The task is: Regression. Given a peptide amino acid sequence and an MHC pseudo amino acid sequence, predict their binding affinity value. This is MHC class I binding data.. This data is from Peptide-MHC class I binding affinity with 185,985 pairs from IEDB/IMGT. (1) The peptide sequence is FRFEVKKRD. The MHC is HLA-A02:06 with pseudo-sequence HLA-A02:06. The binding affinity (normalized) is 0. (2) The peptide sequence is TPVEHGLVL. The MHC is HLA-A11:01 with pseudo-sequence HLA-A11:01. The binding affinity (normalized) is 0.0847. (3) The MHC is HLA-A02:02 with pseudo-sequence HLA-A02:02. The binding affinity (normalized) is 0.711. The peptide sequence is FISIYSRPKI. (4) The peptide sequence is AVNPGLLET. The MHC is HLA-A02:06 with pseudo-sequence HLA-A02:06. The binding affinity (normalized) is 0.264. (5) The peptide sequence is QQLLALADR. The MHC is Mamu-B03 with pseudo-sequence Mamu-B03. The binding affinity (normalized) is 0.00505. (6) The peptide sequence is IYIFTVRL. The MHC is H-2-Kb with pseudo-sequence H-2-Kb. The binding affinity (normalized) is 0.760. (7) The peptide sequence is YRSGIIAVV. The MHC is HLA-B35:01 with pseudo-sequence HLA-B35:01. The binding affinity (normalized) is 0. (8) The peptide sequence is YFENSDLNL. The MHC is HLA-B27:05 with pseudo-sequence HLA-B27:05. The binding affinity (normalized) is 0.0847. (9) The peptide sequence is YYRYPTGESY. The MHC is HLA-A29:02 with pseudo-sequence HLA-A29:02. The binding affinity (normalized) is 1.00. (10) The peptide sequence is KMVGTVQRV. The MHC is HLA-A02:12 with pseudo-sequence HLA-A02:12. The binding affinity (normalized) is 0.872.